This data is from Forward reaction prediction with 1.9M reactions from USPTO patents (1976-2016). The task is: Predict the product of the given reaction. (1) The product is: [Cl:1][C:2]1[CH:3]=[CH:4][C:5]([CH2:6][C@@H:7]([NH:8][CH2:36][CH2:37][NH:38][C:39](=[O:45])[O:40][C:41]([CH3:44])([CH3:43])[CH3:42])[C:9]([N:11]2[CH:16]3[CH2:17][CH2:18][CH:12]2[CH2:13][CH:14]([N:19]([CH:27]2[CH2:28][CH2:29][CH2:30][CH2:31][CH2:32]2)[C:20]([N:22]([CH2:23][CH3:24])[CH2:25][CH3:26])=[O:21])[CH2:15]3)=[O:10])=[CH:33][CH:34]=1. Given the reactants [Cl:1][C:2]1[CH:34]=[CH:33][C:5]([CH2:6][C@H:7]([C:9]([N:11]2[CH:16]3[CH2:17][CH2:18][CH:12]2[CH2:13][CH:14]([N:19]([CH:27]2[CH2:32][CH2:31][CH2:30][CH2:29][CH2:28]2)[C:20]([N:22]([CH2:25][CH3:26])[CH2:23][CH3:24])=[O:21])[CH2:15]3)=[O:10])[NH2:8])=[CH:4][CH:3]=1.O=[CH:36][CH2:37][NH:38][C:39](=[O:45])[O:40][C:41]([CH3:44])([CH3:43])[CH3:42].C(O[BH-](OC(=O)C)OC(=O)C)(=O)C.[Na+], predict the reaction product. (2) Given the reactants [CH2:1]([O:3][C:4]([C:6]1([NH:11][C:12]([CH:14]2[CH2:18][CH:17]([O:19][C:20]3[C:29]4[C:24](=[CH:25][C:26]([O:30][CH3:31])=[CH:27][CH:28]=4)[N:23]=[C:22]([C:32]4[CH:37]=[CH:36][CH:35]=[CH:34][CH:33]=4)[CH:21]=3)[CH2:16][N:15]2[C:38]([N:40]([CH2:49][CH2:50][CH2:51][CH2:52][CH2:53]C=C)[NH:41][C:42]([O:44][C:45]([CH3:48])([CH3:47])[CH3:46])=[O:43])=[O:39])=[O:13])[CH2:8][CH:7]1[CH:9]=[CH2:10])=[O:5])[CH3:2], predict the reaction product. The product is: [CH2:1]([O:3][C:4]([C:6]12[CH2:8][CH:7]1[CH:9]=[CH:10][CH2:53][CH2:52][CH2:51][CH2:50][CH2:49][N:40]([NH:41][C:42]([O:44][C:45]([CH3:47])([CH3:48])[CH3:46])=[O:43])[C:38](=[O:39])[N:15]1[CH:14]([CH2:18][CH:17]([O:19][C:20]3[C:29]4[C:24](=[CH:25][C:26]([O:30][CH3:31])=[CH:27][CH:28]=4)[N:23]=[C:22]([C:32]4[CH:33]=[CH:34][CH:35]=[CH:36][CH:37]=4)[CH:21]=3)[CH2:16]1)[C:12](=[O:13])[NH:11]2)=[O:5])[CH3:2].